Task: Predict the product of the given reaction.. Dataset: Forward reaction prediction with 1.9M reactions from USPTO patents (1976-2016) (1) Given the reactants Cl[CH2:2][CH2:3][CH2:4][O:5][C:6]1[CH:7]=[CH:8][C:9]2[N:13]=[CH:12][N:11]([C:14]3[S:15][C:16]([C:26]([NH2:28])=[O:27])=[C:17]([C:19]4[CH:24]=[CH:23][CH:22]=[C:21]([Cl:25])[CH:20]=4)[N:18]=3)[C:10]=2[CH:29]=1.C(=O)([O-])[O-].[K+].[K+].[I-].[K+].[OH:38][CH2:39][CH2:40][NH:41][CH2:42][CH2:43][OH:44], predict the reaction product. The product is: [OH:38][CH2:39][CH2:40][N:41]([CH2:42][CH2:43][OH:44])[CH2:2][CH2:3][CH2:4][O:5][C:6]1[CH:7]=[CH:8][C:9]2[N:13]=[CH:12][N:11]([C:14]3[S:15][C:16]([C:26]([NH2:28])=[O:27])=[C:17]([C:19]4[CH:24]=[CH:23][CH:22]=[C:21]([Cl:25])[CH:20]=4)[N:18]=3)[C:10]=2[CH:29]=1. (2) Given the reactants [CH2:1]([NH:3][CH2:4][C:5]1[CH:10]=[CH:9][C:8]([CH2:11][N:12]2[CH2:17][CH2:16][N:15]([C:18]3[C:23]([C:24]([O:26][CH:27]([CH3:29])[CH3:28])=[O:25])=[CH:22][CH:21]=[CH:20][N:19]=3)[CH2:14][CH2:13]2)=[CH:7][CH:6]=1)[CH3:2].[Cl:30][C:31]1[CH:38]=[CH:37][CH:36]=[CH:35][C:32]=1[CH:33]=O.C(O)(=O)C.C([BH3-])#N.[Na+], predict the reaction product. The product is: [Cl:30][C:31]1[CH:38]=[CH:37][CH:36]=[CH:35][C:32]=1[CH2:33][N:3]([CH2:4][C:5]1[CH:10]=[CH:9][C:8]([CH2:11][N:12]2[CH2:13][CH2:14][N:15]([C:18]3[C:23]([C:24]([O:26][CH:27]([CH3:28])[CH3:29])=[O:25])=[CH:22][CH:21]=[CH:20][N:19]=3)[CH2:16][CH2:17]2)=[CH:7][CH:6]=1)[CH2:1][CH3:2]. (3) Given the reactants [F:1][C:2]([F:22])([CH2:20][OH:21])[C@@:3]([NH:13]S(C(C)(C)C)=O)([CH2:11][F:12])[C:4]1[CH:9]=[CH:8][CH:7]=[CH:6][C:5]=1[F:10].Cl, predict the reaction product. The product is: [NH2:13][C@@:3]([C:4]1[CH:9]=[CH:8][CH:7]=[CH:6][C:5]=1[F:10])([CH2:11][F:12])[C:2]([F:22])([F:1])[CH2:20][OH:21]. (4) The product is: [Cl:1][C:2]1[C:8]([OH:9])=[CH:7][C:5]2[N:6]=[C:12]([C:18]3[CH:22]=[CH:23][C:15]([OH:14])=[CH:16][CH:17]=3)[O:11][C:4]=2[CH:3]=1. Given the reactants [Cl:1][C:2]1[C:8]([O:9]C)=[CH:7][C:5]([NH2:6])=[C:4]([O:11][CH3:12])[CH:3]=1.C[O:14][C:15]1[CH:23]=[CH:22][C:18](C(Cl)=O)=[CH:17][CH:16]=1, predict the reaction product. (5) Given the reactants [OH:1][C:2]1[CH:11]=[C:10]2[C:5]([C:6](=[O:17])[CH:7]=[C:8]([C:12]([O:14][CH2:15][CH3:16])=[O:13])[O:9]2)=[CH:4][CH:3]=1.N1C=CC=CC=1.[F:24][C:25]([F:38])([F:37])[S:26](O[S:26]([C:25]([F:38])([F:37])[F:24])(=[O:28])=[O:27])(=[O:28])=[O:27].C(OCC)C, predict the reaction product. The product is: [O:17]=[C:6]1[C:5]2[C:10](=[CH:11][C:2]([O:1][S:26]([C:25]([F:38])([F:37])[F:24])(=[O:28])=[O:27])=[CH:3][CH:4]=2)[O:9][C:8]([C:12]([O:14][CH2:15][CH3:16])=[O:13])=[CH:7]1.